The task is: Predict the product of the given reaction.. This data is from Forward reaction prediction with 1.9M reactions from USPTO patents (1976-2016). (1) The product is: [CH:3]([C:5]1([P:10]([O:11][CH2:12][CH3:13])(=[O:14])[O:15][CH2:16][CH3:17])[CH2:6][CH2:7][CH2:8][CH2:9]1)=[O:2]. Given the reactants C[O:2][C:3]([C:5]1([P:10]([O:15][CH2:16][CH3:17])(=[O:14])[O:11][CH2:12][CH3:13])[CH2:9][CH2:8][CH2:7][CH2:6]1)=O.FC1C=CC(S(CCC2CCN(C(OC(C)(C)C)=O)CC2)(=O)=O)=CC=1, predict the reaction product. (2) Given the reactants [CH3:1][N:2]1[CH2:7][CH2:6][N:5]([C:8]2[CH:9]=[CH:10][C:11]3[N:15]=[C:14]([C:16]4[C:20]([NH:21][C:22](=[O:30])[N:23]([CH2:27][CH2:28][CH3:29])[CH2:24][CH2:25][CH3:26])=[CH:19][N:18](C5CCCCO5)[N:17]=4)[NH:13][C:12]=3[CH:37]=2)[CH2:4][CH2:3]1.Cl, predict the reaction product. The product is: [CH3:1][N:2]1[CH2:7][CH2:6][N:5]([C:8]2[CH:9]=[CH:10][C:11]3[N:15]=[C:14]([C:16]4[C:20]([NH:21][C:22](=[O:30])[N:23]([CH2:27][CH2:28][CH3:29])[CH2:24][CH2:25][CH3:26])=[CH:19][NH:18][N:17]=4)[NH:13][C:12]=3[CH:37]=2)[CH2:4][CH2:3]1. (3) Given the reactants FC(F)(F)C(O)=O.COC1C=C(OC)C=CC=1C[N:13]([C:33]1[S:34][CH:35]=[CH:36][N:37]=1)[S:14]([C:17]1[CH:22]=[CH:21][C:20]([NH:23][C:24]2[S:25][CH:26]=[C:27]([C:29]([CH3:32])([CH3:31])[CH3:30])[N:28]=2)=[CH:19][N:18]=1)(=[O:16])=[O:15].C(Cl)Cl, predict the reaction product. The product is: [C:29]([C:27]1[N:28]=[C:24]([NH:23][C:20]2[CH:21]=[CH:22][C:17]([S:14]([NH:13][C:33]3[S:34][CH:35]=[CH:36][N:37]=3)(=[O:16])=[O:15])=[N:18][CH:19]=2)[S:25][CH:26]=1)([CH3:32])([CH3:30])[CH3:31].